This data is from Full USPTO retrosynthesis dataset with 1.9M reactions from patents (1976-2016). The task is: Predict the reactants needed to synthesize the given product. (1) Given the product [ClH:1].[ClH:1].[CH3:3][C:4]1[C:5]([CH2:22][CH2:23][N:24]2[CH2:29][CH2:28][N:27]([C:30]3[CH:39]=[CH:38][CH:37]=[C:36]4[C:31]=3[CH:32]=[CH:33][C:34]([CH3:40])=[N:35]4)[CH2:26][CH2:25]2)=[C:6]2[C:11](=[CH:12][CH:13]=1)[N:10]1[CH:14]=[N:15][C:16]([C:17]([NH2:45])=[O:19])=[C:9]1[CH2:8][CH2:7]2, predict the reactants needed to synthesize it. The reactants are: [ClH:1].Cl.[CH3:3][C:4]1[C:5]([CH2:22][CH2:23][N:24]2[CH2:29][CH2:28][N:27]([C:30]3[CH:39]=[CH:38][CH:37]=[C:36]4[C:31]=3[CH:32]=[CH:33][C:34]([CH3:40])=[N:35]4)[CH2:26][CH2:25]2)=[C:6]2[C:11](=[CH:12][CH:13]=1)[N:10]1[CH:14]=[N:15][C:16]([C:17]([O:19]CC)=O)=[C:9]1[CH2:8][CH2:7]2.[OH-].[K+].C[Si](C)(C)[NH:45][Si](C)(C)C.Cl. (2) Given the product [CH:1]([C@@H:4]1[NH:9][C@H:8]([C:10]2[CH:11]=[CH:12][CH:13]=[CH:14][CH:15]=2)[CH2:7][O:6][C:5]1=[O:16])([CH3:3])[CH3:2], predict the reactants needed to synthesize it. The reactants are: [CH:1]([C:4]1[C:5](=[O:16])[O:6][CH2:7][C@@H:8]([C:10]2[CH:15]=[CH:14][CH:13]=[CH:12][CH:11]=2)[N:9]=1)([CH3:3])[CH3:2]. (3) Given the product [CH3:10][C:1]1[CH:6]=[CH:5][C:4]([C:7]([NH:9][CH:13]([OH:14])[C:12]([Cl:17])([Cl:16])[Cl:11])=[O:8])=[CH:3][CH:2]=1, predict the reactants needed to synthesize it. The reactants are: [C:1]1([CH3:10])[CH:6]=[CH:5][C:4]([C:7]([NH2:9])=[O:8])=[CH:3][CH:2]=1.[Cl:11][C:12]([Cl:17])([Cl:16])[CH:13](O)[OH:14]. (4) Given the product [CH2:15]([C:11]1[N:10]=[C:9]([C:17]#[N:18])[C:8]([N:40]2[CH2:41][CH2:42][N:37]([C:31]3[CH:36]=[CH:35][CH:34]=[CH:33][CH:32]=3)[CH2:38][CH2:39]2)=[N:13][C:12]=1[CH3:14])[CH3:16], predict the reactants needed to synthesize it. The reactants are: C(=O)([O-])[O-].[K+].[K+].Cl[C:8]1[C:9]([C:17]#[N:18])=[N:10][C:11]([CH2:15][CH3:16])=[C:12]([CH3:14])[N:13]=1.ClC1C(C#N)=NC(C)=C(CC)N=1.[C:31]1([N:37]2[CH2:42][CH2:41][NH:40][CH2:39][CH2:38]2)[CH:36]=[CH:35][CH:34]=[CH:33][CH:32]=1. (5) Given the product [Br:21][C:19]1[CH:18]=[CH:17][C:16]([O:22][CH3:23])=[C:15]([CH2:14][CH2:13][C:7]2[C:8]([Cl:12])=[CH:9][CH:10]=[CH:11][C:6]=2[C:5]([SH:4])=[S:1])[CH:20]=1, predict the reactants needed to synthesize it. The reactants are: [SH2:1].C([S:4][C:5](=N)[C:6]1[CH:11]=[CH:10][CH:9]=[C:8]([Cl:12])[C:7]=1[CH2:13][CH2:14][C:15]1[CH:20]=[C:19]([Br:21])[CH:18]=[CH:17][C:16]=1[O:22][CH3:23])C.Cl.CCOCC. (6) Given the product [Cl:1][C:2]1[C:7]([Cl:65])=[CH:6][CH:5]=[CH:4][C:3]=1[C:12]([N:14]1[CH2:23][CH2:22][C:21]2[C:20]([C:24]3[NH:28][CH:29]=[CH:34][CH:25]=3)=[N:19][CH:18]=[N:17][C:16]=2[CH2:15]1)=[O:13], predict the reactants needed to synthesize it. The reactants are: [Cl:1][C:2]1[C:7](C(F)(F)F)=[CH:6][CH:5]=[CH:4][C:3]=1[C:12]([N:14]1[CH2:23][CH2:22][C:21]2[C:20]([C:24]3[N:28]([CH:29]4[CH2:34]CCCO4)N=C[CH:25]=3)=[N:19][C:18](C)=[N:17][C:16]=2[CH2:15]1)=[O:13].CC1N=C(C2N(C3CCCCO3)N=CC=2)C2CCN(C(OC(C)(C)C)=O)CC=2N=1.[Cl:65]C1C(Cl)=CC=CC=1C(O)=O.ClC1C(C(F)(F)F)=CC=CC=1C(O)=O. (7) Given the product [Cl:44][C:43]1[C:38]([C:17]2[C:16]([C:11]3[CH:12]=[CH:13][C:14]([Cl:15])=[C:9]([O:8][CH2:7][C:6]4[CH:35]=[CH:36][C:3]([O:2][CH3:1])=[CH:4][CH:5]=4)[CH:10]=3)=[N:21][C:20]([C:22]([O:24][CH3:25])=[O:23])=[CH:19][CH:18]=2)=[N:39][CH:40]=[C:41]([CH3:45])[CH:42]=1, predict the reactants needed to synthesize it. The reactants are: [CH3:1][O:2][C:3]1[CH:36]=[CH:35][C:6]([CH2:7][O:8][C:9]2[CH:10]=[C:11]([C:16]3[N:21]=[C:20]([C:22]([O:24][CH3:25])=[O:23])[CH:19]=[CH:18][C:17]=3B3OC(C)(C)C(C)(C)O3)[CH:12]=[CH:13][C:14]=2[Cl:15])=[CH:5][CH:4]=1.Br[C:38]1[C:43]([Cl:44])=[CH:42][C:41]([CH3:45])=[CH:40][N:39]=1. (8) Given the product [Cl:1][C:2]1[CH:3]=[CH:4][C:5]([C:8]2([C@H:12]3[C@H:13]([CH:27]([CH3:30])[CH3:28])[O:14][C:15](=[O:16])[NH:18]3)[CH2:9][CH2:10][CH2:11]2)=[CH:6][CH:7]=1, predict the reactants needed to synthesize it. The reactants are: [Cl:1][C:2]1[CH:7]=[CH:6][C:5]([C:8]2([C@H:12]([NH:18][S@@](C(C)(C)C)=O)[CH2:13][O:14][CH2:15][O:16]C)[CH2:11][CH2:10][CH2:9]2)=[CH:4][CH:3]=1.Cl.N[C@H:27]([C:30]1(C2C=CC(Cl)=CC=2)CCC1)[CH2:28]O.Cl.N[C@@H](C1(C2C=CC(Cl)=CC=2)CCC1)CO. (9) Given the product [Cl:1][C:2]1[N:3]=[C:4]2[C:9](=[CH:10][CH:11]=1)[N:8]=[CH:7][C:6]1[CH:12]=[CH:38][C:37](=[O:36])[N:14]([C:15]3[CH:20]=[CH:19][CH:18]=[C:17]([C:21]([F:22])([F:23])[F:24])[CH:16]=3)[C:5]2=1, predict the reactants needed to synthesize it. The reactants are: [Cl:1][C:2]1[N:3]=[C:4]2[C:9](=[CH:10][CH:11]=1)[N:8]=[CH:7][C:6]([CH:12]=O)=[C:5]2[NH:14][C:15]1[CH:20]=[CH:19][CH:18]=[C:17]([C:21]([F:24])([F:23])[F:22])[CH:16]=1.C(OP(CC([O:36][CH2:37][CH3:38])=O)(OCC)=O)C.C(=O)([O-])[O-].[K+].[K+]. (10) Given the product [Br:21][C:6]1[CH:5]=[C:4]([N+:1]([O-:3])=[O:2])[CH:9]=[CH:8][C:7]=1[CH2:10][C:11]#[N:12], predict the reactants needed to synthesize it. The reactants are: [N+:1]([C:4]1[CH:9]=[CH:8][C:7]([CH2:10][C:11]#[N:12])=[CH:6][CH:5]=1)([O-:3])=[O:2].OS(C(F)(F)F)(=O)=O.[Br:21]N1C(C)(C)C(=O)N(Br)C1=O.[Al].